Dataset: Peptide-MHC class II binding affinity with 134,281 pairs from IEDB. Task: Regression. Given a peptide amino acid sequence and an MHC pseudo amino acid sequence, predict their binding affinity value. This is MHC class II binding data. The binding affinity (normalized) is 0.321. The peptide sequence is TCEICALKPKIIYCN. The MHC is DRB4_0101 with pseudo-sequence DRB4_0103.